Dataset: Full USPTO retrosynthesis dataset with 1.9M reactions from patents (1976-2016). Task: Predict the reactants needed to synthesize the given product. (1) The reactants are: COC1C=CC(P2(SP(C3C=CC(OC)=CC=3)(=S)S2)=[S:10])=CC=1.[Cl:23][C:24]1[CH:25]=[N:26][CH:27]=[C:28]([CH:32]=1)[C:29]([NH2:31])=O. Given the product [Cl:23][C:24]1[CH:32]=[C:28]([C:29](=[S:10])[NH2:31])[CH:27]=[N:26][CH:25]=1, predict the reactants needed to synthesize it. (2) The reactants are: CC(OI1(OC(C)=O)(OC(C)=O)OC(=O)C2C=CC=CC1=2)=O.[CH3:23][O:24][C:25](=[O:38])[C@H:26]([C@@H:35]([CH3:37])[OH:36])[NH:27][C:28]([O:30][C:31]([CH3:34])([CH3:33])[CH3:32])=[O:29]. Given the product [C:31]([O:30][C:28]([NH:27][C@@H:26]([C:35](=[O:36])[CH3:37])[C:25]([O:24][CH3:23])=[O:38])=[O:29])([CH3:34])([CH3:32])[CH3:33], predict the reactants needed to synthesize it. (3) Given the product [C:1]([C:5]1[C:6]([O:36][CH3:37])=[C:7]2[C:12](=[C:13]([C:15]3[C:16](=[O:23])[NH:17][C:18](=[O:22])[N:19]([CH3:21])[CH:20]=3)[CH:14]=1)[N:11]=[CH:10][C:9]([N:25]1[CH2:29][CH2:28][C@H:27]([CH2:30][NH:31][S:32]([CH3:35])(=[O:34])=[O:33])[CH2:26]1)=[CH:8]2)([CH3:4])([CH3:2])[CH3:3], predict the reactants needed to synthesize it. The reactants are: [C:1]([C:5]1[C:6]([O:36][CH3:37])=[C:7]2[C:12](=[C:13]([C:15]3[C:16]([O:23]C)=[N:17][C:18](=[O:22])[N:19]([CH3:21])[CH:20]=3)[CH:14]=1)[N:11]=[CH:10][C:9]([N:25]1[CH2:29][CH2:28][C@H:27]([CH2:30][NH:31][S:32]([CH3:35])(=[O:34])=[O:33])[CH2:26]1)=[CH:8]2)([CH3:4])([CH3:3])[CH3:2].Br. (4) Given the product [CH2:27]([O:20][C:17]1[CH:16]=[CH:15][C:14]([CH2:13][CH2:12][C:8]2[CH:9]=[N:10][C:11]3[C:6]([CH:7]=2)=[C:5]2[CH:21]=[CH:22][C:23]([CH3:25])=[CH:24][C:4]2=[N:3][C:2]=3[NH2:1])=[CH:19][CH:18]=1)[CH2:28][CH:29]([CH3:31])[CH3:30], predict the reactants needed to synthesize it. The reactants are: [NH2:1][C:2]1[C:11]2[N:10]=[CH:9][C:8]([CH2:12][CH2:13][C:14]3[CH:19]=[CH:18][C:17]([OH:20])=[CH:16][CH:15]=3)=[CH:7][C:6]=2[C:5]2[CH:21]=[CH:22][C:23]([CH3:25])=[CH:24][C:4]=2[N:3]=1.Br[CH2:27][CH2:28][CH:29]([CH3:31])[CH3:30]. (5) Given the product [CH3:1][C:2]1[CH:7]=[C:6]([Br:8])[CH:5]=[C:4]([CH3:9])[C:3]=1[Si:28]([CH3:31])([CH3:30])[CH3:29], predict the reactants needed to synthesize it. The reactants are: [CH3:1][C:2]1[CH:7]=[C:6]([Br:8])[CH:5]=[C:4]([CH3:9])[C:3]=1I.CCCCCC.C([Li])CCC.FC(F)(F)S(O[Si:28]([CH3:31])([CH3:30])[CH3:29])(=O)=O. (6) Given the product [F:24][C:21]1[CH:2]=[CH:16][C:5]([NH:4][C:9]([C:8]2[CH:11]=[CH:12][NH:13][N:7]=2)=[O:10])=[N:19][CH:20]=1, predict the reactants needed to synthesize it. The reactants are: Cl[C:2]1[CH:16]=[C:5]2C(=O)[N:7]3[N:13]=[C:12](Cl)[CH:11]=[C:8]3[C:9](=[O:10])[N:4]2N=1.NC1C=C[C:21]([F:24])=[CH:20][N:19]=1.CN(C=O)C.Cl.